This data is from Reaction yield outcomes from USPTO patents with 853,638 reactions. The task is: Predict the reaction yield, written as a fraction of the theoretical maximum amount of product (1.0 means a 100% yield; for example, 0.34 means a 34% yield). (1) The reactants are [OH:1][B:2]1[CH2:7][CH:6]=[CH:5][CH:4]([CH2:8][C:9]([O:11][C:12]([CH3:15])([CH3:14])[CH3:13])=[O:10])[O:3]1. The catalyst is CCOC(C)=O.[Pd]. The product is [OH:1][B:2]1[CH2:7][CH2:6][CH2:5][CH:4]([CH2:8][C:9]([O:11][C:12]([CH3:15])([CH3:14])[CH3:13])=[O:10])[O:3]1. The yield is 0.948. (2) The reactants are C[O-].[Na+].Cl.[NH2:5][OH:6].C[O:8][C:9](=O)[CH2:10][CH2:11][CH2:12][CH2:13][CH2:14][NH:15][C:16](=[O:30])/[CH:17]=[CH:18]/[CH:19]=[CH:20]/[C:21]1[CH:26]=[CH:25][CH:24]=[CH:23][C:22]=1[N+:27]([O-:29])=[O:28]. The catalyst is CO. The product is [OH:6][NH:5][C:9]([CH2:10][CH2:11][CH2:12][CH2:13][CH2:14][NH:15][C:16](=[O:30])/[CH:17]=[CH:18]/[CH:19]=[CH:20]/[C:21]1[CH:26]=[CH:25][CH:24]=[CH:23][C:22]=1[N+:27]([O-:29])=[O:28])=[O:8]. The yield is 0.660. (3) The reactants are [Cl:1][C:2]1[CH:7]=[C:6]([Cl:8])[CH:5]=[CH:4][C:3]=1[C:9]1[CH:10]=[C:11]2[C:15]3=[C:16]([CH2:18][CH2:19][N:14]3[C@@H:13]3[CH2:20][CH2:21][NH:22][CH2:23][C@H:12]23)[CH:17]=1.Cl[CH2:25][CH2:26][CH2:27][C:28]([C:30]1[CH:35]=[CH:34][C:33]([F:36])=[CH:32][CH:31]=1)=[O:29].C([O-])([O-])=O.[K+].[K+]. The product is [Cl:1][C:2]1[CH:7]=[C:6]([Cl:8])[CH:5]=[CH:4][C:3]=1[C:9]1[CH:10]=[C:11]2[C:15]3=[C:16]([CH2:18][CH2:19][N:14]3[C@@H:13]3[CH2:20][CH2:21][N:22]([CH2:25][CH2:26][CH2:27][C:28]([C:30]4[CH:31]=[CH:32][C:33]([F:36])=[CH:34][CH:35]=4)=[O:29])[CH2:23][C@H:12]23)[CH:17]=1. The yield is 0.370. No catalyst specified. (4) The reactants are Cl[C:2]1[C:11]2[C:6](=[CH:7][C:8]([O:14][CH2:15][CH2:16][CH2:17][S:18]([CH3:21])(=[O:20])=[O:19])=[C:9]([O:12][CH3:13])[CH:10]=2)[N:5]=[CH:4][N:3]=1.[OH:22][C:23]1[CH:31]=[C:30]2[C:26]([CH:27]=[CH:28][NH:29]2)=[CH:25][CH:24]=1.C(=O)([O-])[O-].[K+].[K+].O. The catalyst is CN(C=O)C. The product is [NH:29]1[C:30]2[C:26](=[CH:25][CH:24]=[C:23]([O:22][C:2]3[C:11]4[C:6](=[CH:7][C:8]([O:14][CH2:15][CH2:16][CH2:17][S:18]([CH3:21])(=[O:20])=[O:19])=[C:9]([O:12][CH3:13])[CH:10]=4)[N:5]=[CH:4][N:3]=3)[CH:31]=2)[CH:27]=[CH:28]1. The yield is 0.500.